Dataset: Forward reaction prediction with 1.9M reactions from USPTO patents (1976-2016). Task: Predict the product of the given reaction. (1) The product is: [CH3:17][C:18]1[CH:23]=[CH:22][C:21]([N:24]2[C:28]3[C:29]4[C:33]([CH:34]=[CH:35][C:27]=3[C:26]([C:55](=[O:57])[CH3:1])=[N:25]2)=[N:32][N:31]([C:36]([C:37]2[CH:42]=[CH:41][CH:40]=[CH:39][CH:38]=2)([C:49]2[CH:54]=[CH:53][CH:52]=[CH:51][CH:50]=2)[C:43]2[CH:48]=[CH:47][CH:46]=[CH:45][CH:44]=2)[CH:30]=4)=[CH:20][CH:19]=1. Given the reactants [CH2:1](N(CC)CC)C.C([Mg]Cl)C.C1COCC1.[CH3:17][C:18]1[CH:23]=[CH:22][C:21]([N:24]2[C:28]3[C:29]4[C:33]([CH:34]=[CH:35][C:27]=3[C:26]([C:55]([O:57]CC)=O)=[N:25]2)=[N:32][N:31]([C:36]([C:49]2[CH:54]=[CH:53][CH:52]=[CH:51][CH:50]=2)([C:43]2[CH:48]=[CH:47][CH:46]=[CH:45][CH:44]=2)[C:37]2[CH:42]=[CH:41][CH:40]=[CH:39][CH:38]=2)[CH:30]=4)=[CH:20][CH:19]=1, predict the reaction product. (2) The product is: [Cl:1][C:2]1[N:7]=[C:6]([CH2:8][NH:16][CH2:17][CH2:18][N:19]2[CH2:24][CH2:23][O:22][CH2:21][CH2:20]2)[CH:5]=[C:4]([N:10]2[CH2:15][CH2:14][O:13][CH2:12][CH2:11]2)[N:3]=1. Given the reactants [Cl:1][C:2]1[N:7]=[C:6]([CH:8]=O)[CH:5]=[C:4]([N:10]2[CH2:15][CH2:14][O:13][CH2:12][CH2:11]2)[N:3]=1.[NH2:16][CH2:17][CH2:18][N:19]1[CH2:24][CH2:23][O:22][CH2:21][CH2:20]1, predict the reaction product. (3) Given the reactants OC1C(C)=C(OCC2ON=C(CC3C=CC=C(I)C=3)N=2)C=CC=1C(=O)C.[Cl:27][C:28]1[C:29]([OH:38])=[C:30]([C:35](=[O:37])[CH3:36])[CH:31]=[CH:32][C:33]=1[OH:34].Cl[CH2:40][C:41]1[O:45][N:44]=[C:43]([CH2:46][C:47]2[CH:52]=[CH:51][C:50]([I:53])=[CH:49][CH:48]=2)[N:42]=1, predict the reaction product. The product is: [Cl:27][C:28]1[C:29]([OH:38])=[C:30]([C:35](=[O:37])[CH3:36])[CH:31]=[CH:32][C:33]=1[O:34][CH2:40][C:41]1[O:45][N:44]=[C:43]([CH2:46][C:47]2[CH:52]=[CH:51][C:50]([I:53])=[CH:49][CH:48]=2)[N:42]=1. (4) Given the reactants [NH2:1][C:2]1[N:7]=[CH:6][N:5]=[C:4]2[N:8]([CH:32]3[CH2:37][CH2:36][C:35](=O)[CH2:34][CH2:33]3)[N:9]=[C:10]([C:11]3[CH:16]=[CH:15][C:14]([NH:17][C:18]([C:20]4[N:21]([CH3:29])[C:22]5[C:27]([CH:28]=4)=[CH:26][CH:25]=[CH:24][CH:23]=5)=[O:19])=[C:13]([O:30][CH3:31])[CH:12]=3)[C:3]=12.C(O)(=O)C.[CH3:43][N:44]1[CH2:49][CH2:48][NH:47][CH2:46][CH2:45]1.C(O[BH-](OC(=O)C)OC(=O)C)(=O)C.[Na+], predict the reaction product. The product is: [NH2:1][C:2]1[N:7]=[CH:6][N:5]=[C:4]2[N:8]([C@H:32]3[CH2:33][CH2:34][C@@H:35]([N:47]4[CH2:48][CH2:49][N:44]([CH3:43])[CH2:45][CH2:46]4)[CH2:36][CH2:37]3)[N:9]=[C:10]([C:11]3[CH:16]=[CH:15][C:14]([NH:17][C:18]([C:20]4[N:21]([CH3:29])[C:22]5[C:27]([CH:28]=4)=[CH:26][CH:25]=[CH:24][CH:23]=5)=[O:19])=[C:13]([O:30][CH3:31])[CH:12]=3)[C:3]=12.[NH2:1][C:2]1[N:7]=[CH:6][N:5]=[C:4]2[N:8]([C@H:32]3[CH2:33][CH2:34][C@H:35]([N:47]4[CH2:48][CH2:49][N:44]([CH3:43])[CH2:45][CH2:46]4)[CH2:36][CH2:37]3)[N:9]=[C:10]([C:11]3[CH:16]=[CH:15][C:14]([NH:17][C:18]([C:20]4[N:21]([CH3:29])[C:22]5[C:27]([CH:28]=4)=[CH:26][CH:25]=[CH:24][CH:23]=5)=[O:19])=[C:13]([O:30][CH3:31])[CH:12]=3)[C:3]=12. (5) Given the reactants Br[C:2]1[CH:7]=[CH:6][C:5]([C:8]([CH2:24][CH2:25][CH2:26][CH3:27])=[C:9]([C:17]2[CH:22]=[CH:21][C:20]([OH:23])=[CH:19][CH:18]=2)[C:10]2[CH:15]=[CH:14][C:13]([OH:16])=[CH:12][CH:11]=2)=[CH:4][CH:3]=1.[C:28]([Cu])#[N:29], predict the reaction product. The product is: [CH2:24]([C:8]([C:5]1[CH:6]=[CH:7][C:2]([C:28]#[N:29])=[CH:3][CH:4]=1)=[C:9]([C:10]1[CH:11]=[CH:12][C:13]([OH:16])=[CH:14][CH:15]=1)[C:17]1[CH:22]=[CH:21][C:20]([OH:23])=[CH:19][CH:18]=1)[CH2:25][CH2:26][CH3:27]. (6) The product is: [CH3:16][N:2]([CH3:1])[C:3]1([C:14]2[CH:21]=[CH:22][CH:17]=[CH:18][CH:19]=2)[CH2:4][CH2:5][C:6]2([CH2:10][NH:9][C:8](=[O:11])[CH2:7]2)[CH2:12][CH2:13]1. Given the reactants [CH3:1][N:2]([CH3:16])[C:3]1([C:14]#N)[CH2:13][CH2:12][C:6]2([CH2:10][NH:9][C:8](=[O:11])[CH2:7]2)[CH2:5][CH2:4]1.[C:17]1([Mg]Cl)[CH:22]=[CH:21]C=[CH:19][CH:18]=1.[Cl-].[NH4+], predict the reaction product. (7) Given the reactants [F:1][C:2]([F:17])([F:16])[C:3]1[CH:8]=[CH:7][CH:6]=[C:5]([F:9])[C:4]=1[C:10]1[CH:15]=[CH:14][N:13]=[CH:12][CH:11]=1.ClC1C=CC=C(C(OO)=[O:26])C=1.S([O-])([O-])=O.[Na+].[Na+], predict the reaction product. The product is: [F:17][C:2]([F:16])([F:1])[C:3]1[CH:8]=[CH:7][CH:6]=[C:5]([F:9])[C:4]=1[C:10]1[CH:11]=[CH:12][N+:13]([O-:26])=[CH:14][CH:15]=1.